Dataset: Forward reaction prediction with 1.9M reactions from USPTO patents (1976-2016). Task: Predict the product of the given reaction. Given the reactants [CH3:1][O:2][C:3]1[CH:10]=[CH:9][C:8](B2OC(C)(C)C(C)(C)O2)=[CH:7][C:4]=1[CH:5]=[O:6].Br[C:21]1[CH:22]=[C:23]2[C:27](=[C:28]([C:30]([NH2:32])=[O:31])[CH:29]=1)[NH:26][CH:25]=[C:24]2[CH:33]1[CH2:38][CH2:37][N:36]([S:39]([CH2:42][CH3:43])(=[O:41])=[O:40])[CH2:35][CH2:34]1.C(=O)([O-])[O-].[Na+].[Na+], predict the reaction product. The product is: [CH2:42]([S:39]([N:36]1[CH2:35][CH2:34][CH:33]([C:24]2[C:23]3[C:27](=[C:28]([C:30]([NH2:32])=[O:31])[CH:29]=[C:21]([C:8]4[CH:9]=[CH:10][C:3]([O:2][CH3:1])=[C:4]([CH:5]=[O:6])[CH:7]=4)[CH:22]=3)[NH:26][CH:25]=2)[CH2:38][CH2:37]1)(=[O:41])=[O:40])[CH3:43].